Dataset: NCI-60 drug combinations with 297,098 pairs across 59 cell lines. Task: Regression. Given two drug SMILES strings and cell line genomic features, predict the synergy score measuring deviation from expected non-interaction effect. (1) Drug 1: C1CCC(C1)C(CC#N)N2C=C(C=N2)C3=C4C=CNC4=NC=N3. Drug 2: CC1C(C(=O)NC(C(=O)N2CCCC2C(=O)N(CC(=O)N(C(C(=O)O1)C(C)C)C)C)C(C)C)NC(=O)C3=C4C(=C(C=C3)C)OC5=C(C(=O)C(=C(C5=N4)C(=O)NC6C(OC(=O)C(N(C(=O)CN(C(=O)C7CCCN7C(=O)C(NC6=O)C(C)C)C)C)C(C)C)C)N)C. Cell line: HT29. Synergy scores: CSS=34.1, Synergy_ZIP=22.4, Synergy_Bliss=21.0, Synergy_Loewe=12.4, Synergy_HSA=15.9. (2) Drug 1: CC1C(C(CC(O1)OC2CC(CC3=C2C(=C4C(=C3O)C(=O)C5=C(C4=O)C(=CC=C5)OC)O)(C(=O)CO)O)N)O.Cl. Drug 2: CS(=O)(=O)OCCCCOS(=O)(=O)C. Cell line: HS 578T. Synergy scores: CSS=5.71, Synergy_ZIP=-3.98, Synergy_Bliss=-1.59, Synergy_Loewe=-0.147, Synergy_HSA=-0.200.